Dataset: Catalyst prediction with 721,799 reactions and 888 catalyst types from USPTO. Task: Predict which catalyst facilitates the given reaction. (1) Reactant: [CH3:1][S:2]([C:5]1[C:6]([C:15]([OH:17])=O)=[N:7][CH:8]=[C:9]([C:11]([F:14])([F:13])[F:12])[CH:10]=1)(=[O:4])=[O:3].O=S(Cl)[Cl:20]. Product: [CH3:1][S:2]([C:5]1[C:6]([C:15]([Cl:20])=[O:17])=[N:7][CH:8]=[C:9]([C:11]([F:14])([F:13])[F:12])[CH:10]=1)(=[O:4])=[O:3]. The catalyst class is: 3. (2) Reactant: F[C:2]1[CH:3]=[C:4]([CH:7]=[CH:8][CH:9]=1)[C:5]#[N:6].[CH3:10][O:11][C:12](=[O:23])[CH2:13][CH2:14][C:15]1[CH:20]=[CH:19][C:18]([OH:21])=[CH:17][C:16]=1[CH3:22].C([O-])([O-])=O.[Cs+].[Cs+]. Product: [CH3:10][O:11][C:12](=[O:23])[CH2:13][CH2:14][C:15]1[CH:20]=[CH:19][C:18]([O:21][C:2]2[CH:9]=[CH:8][CH:7]=[C:4]([C:5]#[N:6])[CH:3]=2)=[CH:17][C:16]=1[CH3:22]. The catalyst class is: 3. (3) Reactant: [F:1][C:2]([F:29])([F:28])[C:3]1[CH:4]=[C:5]([NH:13][C:14]([N:16]2[CH2:21][CH2:20][N:19]([C:22]3[C:26](Cl)=[N:25][S:24][N:23]=3)[CH2:18][CH2:17]2)=[O:15])[CH:6]=[C:7]([C:9]([F:12])([F:11])[F:10])[CH:8]=1.[NH:30]1[CH2:35][CH2:34][CH:33]([CH2:36][OH:37])[CH2:32][CH2:31]1.CC(C)([O-])C.[K+]. Product: [F:1][C:2]([F:29])([F:28])[C:3]1[CH:4]=[C:5]([NH:13][C:14]([N:16]2[CH2:21][CH2:20][N:19]([C:22]3[C:26]([O:37][CH2:36][CH:33]4[CH2:34][CH2:35][NH:30][CH2:31][CH2:32]4)=[N:25][S:24][N:23]=3)[CH2:18][CH2:17]2)=[O:15])[CH:6]=[C:7]([C:9]([F:12])([F:11])[F:10])[CH:8]=1. The catalyst class is: 107.